This data is from Catalyst prediction with 721,799 reactions and 888 catalyst types from USPTO. The task is: Predict which catalyst facilitates the given reaction. Reactant: [Br:1][C:2]1[C:3]([CH3:9])=[CH:4][C:5]([OH:8])=[N:6][CH:7]=1.[H-].[Na+].[CH3:12]I.[NH4+].[Cl-]. Product: [Br:1][C:2]1[C:3]([CH3:9])=[CH:4][C:5](=[O:8])[N:6]([CH3:12])[CH:7]=1. The catalyst class is: 1.